Dataset: NCI-60 drug combinations with 297,098 pairs across 59 cell lines. Task: Regression. Given two drug SMILES strings and cell line genomic features, predict the synergy score measuring deviation from expected non-interaction effect. (1) Drug 1: C1C(C(OC1N2C=NC3=C2NC=NCC3O)CO)O. Drug 2: CC1C(C(CC(O1)OC2CC(CC3=C2C(=C4C(=C3O)C(=O)C5=C(C4=O)C(=CC=C5)OC)O)(C(=O)CO)O)N)O.Cl. Cell line: SR. Synergy scores: CSS=35.9, Synergy_ZIP=-2.17, Synergy_Bliss=-6.53, Synergy_Loewe=-30.6, Synergy_HSA=-7.36. (2) Drug 1: C1=CC(=CC=C1C#N)C(C2=CC=C(C=C2)C#N)N3C=NC=N3. Drug 2: CC1=C2C(C(=O)C3(C(CC4C(C3C(C(C2(C)C)(CC1OC(=O)C(C(C5=CC=CC=C5)NC(=O)C6=CC=CC=C6)O)O)OC(=O)C7=CC=CC=C7)(CO4)OC(=O)C)O)C)OC(=O)C. Cell line: M14. Synergy scores: CSS=-8.60, Synergy_ZIP=0.631, Synergy_Bliss=-7.05, Synergy_Loewe=-27.6, Synergy_HSA=-22.2. (3) Drug 1: CCC1=CC2CC(C3=C(CN(C2)C1)C4=CC=CC=C4N3)(C5=C(C=C6C(=C5)C78CCN9C7C(C=CC9)(C(C(C8N6C)(C(=O)OC)O)OC(=O)C)CC)OC)C(=O)OC.C(C(C(=O)O)O)(C(=O)O)O. Drug 2: CS(=O)(=O)CCNCC1=CC=C(O1)C2=CC3=C(C=C2)N=CN=C3NC4=CC(=C(C=C4)OCC5=CC(=CC=C5)F)Cl. Cell line: BT-549. Synergy scores: CSS=57.9, Synergy_ZIP=10.9, Synergy_Bliss=11.0, Synergy_Loewe=-19.5, Synergy_HSA=9.86.